From a dataset of Catalyst prediction with 721,799 reactions and 888 catalyst types from USPTO. Predict which catalyst facilitates the given reaction. (1) Reactant: C(N(C(C)C)C(C)C)C.[CH3:10][O:11][CH2:12]Cl.[CH2:14]([C:17]1[CH:22]=[CH:21][C:20]([OH:23])=[CH:19][CH:18]=1)[CH2:15][CH3:16].O. Product: [CH3:10][O:11][CH2:12][O:23][C:20]1[CH:21]=[CH:22][C:17]([CH2:14][CH2:15][CH3:16])=[CH:18][CH:19]=1. The catalyst class is: 2. (2) Reactant: Cl[C:2]1[C:11]2[C:6](=[CH:7][CH:8]=[CH:9][CH:10]=2)[N:5]=[CH:4][C:3]=1[N+:12]([O-:14])=[O:13].Cl.[NH2:16][C@@H:17]([CH2:20][O:21][CH2:22][C:23]1[CH:28]=[CH:27][CH:26]=[CH:25][CH:24]=1)[CH2:18][OH:19].C(N(CC)CC)C. Product: [CH2:22]([O:21][CH2:20][C@H:17]([NH:16][C:2]1[C:11]2[C:6](=[CH:7][CH:8]=[CH:9][CH:10]=2)[N:5]=[CH:4][C:3]=1[N+:12]([O-:14])=[O:13])[CH2:18][OH:19])[C:23]1[CH:28]=[CH:27][CH:26]=[CH:25][CH:24]=1. The catalyst class is: 34. (3) Reactant: [CH:1]1([C:4]2[CH:9]=[CH:8][N:7]=[CH:6][C:5]=2[N:10]2[CH2:14][CH2:13][NH:12][C:11]2=[O:15])[CH2:3][CH2:2]1.Br[C:17]1[CH:18]=[C:19]2[C:23](=[CH:24][CH:25]=1)[CH2:22][CH2:21][CH2:20]2.CN[C@@H]1CCCC[C@H]1NC.P([O-])([O-])([O-])=O.[K+].[K+].[K+]. Product: [CH:1]1([C:4]2[CH:9]=[CH:8][N:7]=[CH:6][C:5]=2[N:10]2[CH2:14][CH2:13][N:12]([C:17]3[CH:18]=[C:19]4[C:23](=[CH:24][CH:25]=3)[CH2:22][CH2:21][CH2:20]4)[C:11]2=[O:15])[CH2:3][CH2:2]1. The catalyst class is: 246. (4) Product: [C:16]([C@@H:13]1[CH2:12][CH2:11][C@H:10]([N:2]([CH3:1])[C:3]([C:32]2[CH:31]=[CH:30][C:29]3=[N:25][O:26][N:27]=[C:28]3[CH:33]=2)=[O:9])[CH2:15][CH2:14]1)#[N:17]. Reactant: [CH3:1][N:2]([CH:10]1[CH2:15][CH2:14][CH:13]([C:16]#[N:17])[CH2:12][CH2:11]1)[C:3](=[O:9])OC(C)(C)C.FC(F)(F)C(O)=O.[N:25]1[O:26][N:27]=[C:28]2[CH:33]=[C:32](C(Cl)=O)[CH:31]=[CH:30][C:29]=12. The catalyst class is: 4. (5) Reactant: [CH3:1][O:2][C:3]1[CH:4]=[C:5]2[C:10](=[CH:11][C:12]=1[O:13][CH3:14])[N:9]=[CH:8][N:7]=[C:6]2[O:15][C:16]1[CH:22]=[CH:21][C:19]([NH2:20])=[C:18]([CH3:23])[C:17]=1[CH3:24].C1(C)C=CC=CC=1.C(N(CC)CC)C.ClC(Cl)(O[C:43](=[O:49])[O:44][C:45](Cl)(Cl)Cl)Cl.[F:51][C:52]1[CH:62]=[CH:61][C:55]([O:56][CH2:57][CH2:58]CO)=[CH:54][CH:53]=1. Product: [CH3:1][O:2][C:3]1[CH:4]=[C:5]2[C:10](=[CH:11][C:12]=1[O:13][CH3:14])[N:9]=[CH:8][N:7]=[C:6]2[O:15][C:16]1[CH:22]=[CH:21][C:19]([NH:20][C:43](=[O:49])[O:44][CH2:45][CH2:58][CH2:57][O:56][C:55]2[CH:61]=[CH:62][C:52]([F:51])=[CH:53][CH:54]=2)=[C:18]([CH3:23])[C:17]=1[CH3:24]. The catalyst class is: 2. (6) Reactant: [NH2:1][OH:2].O.[CH3:4][S:5]([C:8]1[S:12][C:11]([S:13](Cl)(=[O:15])=[O:14])=[CH:10][CH:9]=1)(=[O:7])=[O:6]. Product: [OH:2][NH:1][S:13]([C:11]1[S:12][C:8]([S:5]([CH3:4])(=[O:7])=[O:6])=[CH:9][CH:10]=1)(=[O:15])=[O:14]. The catalyst class is: 1. (7) Reactant: [N+]([C:4]1N=[CH:8][C:7]([N:10]2[CH2:15][CH2:14][O:13][CH2:12][CH2:11]2)=[CH:6][CH:5]=1)([O-])=O.[Cl-].[NH4+:17].[CH3:18]O. Product: [O:13]1[CH2:12][CH2:11][N:10]([C:7]2[CH:8]=[C:18]([CH:4]=[CH:5][CH:6]=2)[NH2:17])[CH2:15][CH2:14]1. The catalyst class is: 401. (8) Reactant: [C:1]1([C:7]2([C:10](=[S:12])[NH2:11])[CH2:9][CH2:8]2)[CH:6]=[CH:5][CH:4]=[CH:3][CH:2]=1.Br[CH2:14][C:15]([C:17]1[CH:24]=[CH:23][C:20]([C:21]#[N:22])=[CH:19][CH:18]=1)=O. Product: [C:1]1([C:7]2([C:10]3[S:12][C:15]([C:17]4[CH:24]=[CH:23][C:20]([C:21]#[N:22])=[CH:19][CH:18]=4)=[CH:14][N:11]=3)[CH2:9][CH2:8]2)[CH:6]=[CH:5][CH:4]=[CH:3][CH:2]=1. The catalyst class is: 14. (9) Reactant: [O:1]1[CH2:3][C@H:2]1[CH2:4][N:5]1[CH2:14][CH2:13][C:12]2[C:7](=[CH:8][CH:9]=[CH:10][CH:11]=2)[CH2:6]1.[NH4+:15].[OH-]. Product: [NH2:15][CH2:3][C@H:2]([OH:1])[CH2:4][N:5]1[CH2:14][CH2:13][C:12]2[C:7](=[CH:8][CH:9]=[CH:10][CH:11]=2)[CH2:6]1. The catalyst class is: 14.